This data is from Peptide-MHC class I binding affinity with 185,985 pairs from IEDB/IMGT. The task is: Regression. Given a peptide amino acid sequence and an MHC pseudo amino acid sequence, predict their binding affinity value. This is MHC class I binding data. (1) The peptide sequence is KRVQEVKGY. The MHC is HLA-B48:01 with pseudo-sequence HLA-B48:01. The binding affinity (normalized) is 0.0847. (2) The peptide sequence is YLVPGEGEQ. The MHC is HLA-A02:19 with pseudo-sequence HLA-A02:19. The binding affinity (normalized) is 0.0847. (3) The MHC is HLA-A02:03 with pseudo-sequence HLA-A02:03. The binding affinity (normalized) is 0.970. The peptide sequence is FVNHRFTLV.